Dataset: Full USPTO retrosynthesis dataset with 1.9M reactions from patents (1976-2016). Task: Predict the reactants needed to synthesize the given product. (1) Given the product [Br:14][C:12]1[C:11]([CH3:15])=[C:7]([C:6]([OH:16])=[C:5]([C:1]([CH3:2])([CH3:3])[CH3:4])[CH:13]=1)[C:8]([NH:20][C:19]1[C:21]([C:26]([F:27])([F:28])[F:29])=[CH:22][C:23]([Cl:25])=[CH:24][C:18]=1[Cl:17])=[O:10], predict the reactants needed to synthesize it. The reactants are: [C:1]([C:5]1[CH:13]=[C:12]([Br:14])[C:11]([CH3:15])=[C:7]([C:8]([OH:10])=O)[C:6]=1[OH:16])([CH3:4])([CH3:3])[CH3:2].[Cl:17][C:18]1[CH:24]=[C:23]([Cl:25])[CH:22]=[C:21]([C:26]([F:29])([F:28])[F:27])[C:19]=1[NH2:20]. (2) Given the product [CH:33]1([N:25]([CH2:24][C:21]2[CH:22]=[CH:23][C:18]([NH:17][C:16]([C:13]([NH:12][C:10](=[O:11])[C:9]3[CH:8]=[CH:7][C:6]([C:5]([OH:42])=[O:4])=[CH:41][CH:40]=3)([CH3:14])[CH3:15])=[O:39])=[CH:19][CH:20]=2)[C:26]([C:28]2[O:29][CH:30]=[CH:31][CH:32]=2)=[O:27])[CH2:38][CH2:37][CH2:36][CH2:35][CH2:34]1, predict the reactants needed to synthesize it. The reactants are: [OH-].[Na+].C[O:4][C:5](=[O:42])[C:6]1[CH:41]=[CH:40][C:9]([C:10]([NH:12][C:13]([C:16](=[O:39])[NH:17][C:18]2[CH:23]=[CH:22][C:21]([CH2:24][N:25]([CH:33]3[CH2:38][CH2:37][CH2:36][CH2:35][CH2:34]3)[C:26]([C:28]3[O:29][CH:30]=[CH:31][CH:32]=3)=[O:27])=[CH:20][CH:19]=2)([CH3:15])[CH3:14])=[O:11])=[CH:8][CH:7]=1. (3) Given the product [Cl:1][C:2]1[NH:3][C:4](=[O:13])[C:5]2[CH:10]=[CH:9][N:8]([CH3:11])[C:6]=2[N:7]=1, predict the reactants needed to synthesize it. The reactants are: [Cl:1][C:2]1[N:3]=[C:4](Cl)[C:5]2[CH:10]=[CH:9][N:8]([CH3:11])[C:6]=2[N:7]=1.[OH-:13].[K+].Cl. (4) Given the product [CH3:17][C:18]1[N:19]=[C:20]2[CH:25]=[CH:24][CH:23]=[CH:22][N:21]2[C:26]=1[S:1][C:2]1[N:6]=[CH:5][NH:4][N:3]=1, predict the reactants needed to synthesize it. The reactants are: [SH:1][C:2]1[N:6]=[CH:5][NH:4][N:3]=1.[H-].[Na+].ClN1C(=O)CCC1=O.[CH3:17][C:18]1[N:19]=[C:20]2[CH:25]=[CH:24][CH:23]=[CH:22][N:21]2[CH:26]=1. (5) Given the product [CH2:3]([N:6]([CH3:11])[CH2:7][C@@H:8]([CH3:9])[O:10][C:13]1[CH:22]=[CH:21][CH:20]=[C:19]2[C:14]=1[C:15]([NH:23][C:24]1[CH:29]=[CH:28][C:27]([O:30][C:31]3[CH:32]=[N:33][C:34]([CH3:37])=[CH:35][CH:36]=3)=[C:26]([CH3:38])[CH:25]=1)=[N:16][CH:17]=[N:18]2)[CH:4]=[CH2:5], predict the reactants needed to synthesize it. The reactants are: [H-].[Na+].[CH2:3]([N:6]([CH3:11])[CH2:7][C@H:8]([OH:10])[CH3:9])[CH:4]=[CH2:5].F[C:13]1[CH:22]=[CH:21][CH:20]=[C:19]2[C:14]=1[C:15]([NH:23][C:24]1[CH:29]=[CH:28][C:27]([O:30][C:31]3[CH:32]=[N:33][C:34]([CH3:37])=[CH:35][CH:36]=3)=[C:26]([CH3:38])[CH:25]=1)=[N:16][CH:17]=[N:18]2.